From a dataset of Full USPTO retrosynthesis dataset with 1.9M reactions from patents (1976-2016). Predict the reactants needed to synthesize the given product. (1) Given the product [CH2:1]([O:3][C:4](=[O:19])[C:5]([CH3:18])([O:7][C:8]1[CH:9]=[CH:10][C:11]([CH2:14][CH2:15][N:16]([CH3:17])[C:23]([C:22]2[C:21]([CH3:20])=[N:29][C:28]([C:30]3[CH:35]=[CH:34][C:33]([C:36]([F:39])([F:38])[F:37])=[CH:32][CH:31]=3)=[CH:27][CH:26]=2)=[O:25])=[CH:12][CH:13]=1)[CH3:6])[CH3:2], predict the reactants needed to synthesize it. The reactants are: [CH2:1]([O:3][C:4](=[O:19])[C:5]([CH3:18])([O:7][C:8]1[CH:13]=[CH:12][C:11]([CH2:14][CH2:15][NH:16][CH3:17])=[CH:10][CH:9]=1)[CH3:6])[CH3:2].[CH3:20][C:21]1[N:29]=[C:28]([C:30]2[CH:35]=[CH:34][C:33]([C:36]([F:39])([F:38])[F:37])=[CH:32][CH:31]=2)[CH:27]=[CH:26][C:22]=1[C:23]([OH:25])=O.COC(=O)C1C=CC(C2C=CC(C(F)(F)F)=CC=2)=NC=1C. (2) Given the product [CH3:30][N:31]([CH3:35])[CH2:32][CH2:33][NH:34][C:25](=[O:27])[C:24]1[CH:28]=[CH:29][C:21](/[CH:20]=[N:19]/[NH:18][C:17]2[N:16]=[CH:15][N:14]=[C:13]3[N:9]([C:7]4[CH:6]=[CH:5][CH:4]=[C:3]([O:2][CH3:1])[N:8]=4)[N:10]=[CH:11][C:12]=23)=[CH:22][CH:23]=1, predict the reactants needed to synthesize it. The reactants are: [CH3:1][O:2][C:3]1[N:8]=[C:7]([N:9]2[C:13]3=[N:14][CH:15]=[N:16][C:17]([NH:18]/[N:19]=[CH:20]/[C:21]4[CH:29]=[CH:28][C:24]([C:25]([OH:27])=O)=[CH:23][CH:22]=4)=[C:12]3[CH:11]=[N:10]2)[CH:6]=[CH:5][CH:4]=1.[CH3:30][N:31]([CH3:35])[CH2:32][CH2:33][NH2:34].C(OP(C#N)(=O)OCC)C.C(N(CC)CC)C. (3) Given the product [CH3:16][C:11]1[O:12][C:13]([CH3:15])=[CH:14][C:10]=1[CH2:9][NH:8][C:6]1[C:5]([F:17])=[CH:4][N:3]=[C:2]([NH:18][C:19]2[CH:24]=[CH:23][CH:22]=[C:21]([OH:25])[CH:20]=2)[N:7]=1, predict the reactants needed to synthesize it. The reactants are: Cl[C:2]1[N:7]=[C:6]([NH:8][CH2:9][C:10]2[CH:14]=[C:13]([CH3:15])[O:12][C:11]=2[CH3:16])[C:5]([F:17])=[CH:4][N:3]=1.[NH2:18][C:19]1[CH:20]=[C:21]([OH:25])[CH:22]=[CH:23][CH:24]=1. (4) Given the product [F:1][C:2]1[C:3]([C:9]([F:12])([F:11])[F:10])=[C:4]([OH:15])[CH:5]=[CH:6][CH:7]=1, predict the reactants needed to synthesize it. The reactants are: [F:1][C:2]1[C:3]([C:9]([F:12])([F:11])[F:10])=[C:4](Br)[CH:5]=[CH:6][CH:7]=1.[Li].B(OC)(OC)[O:15]C.[OH-].[Na+].OO. (5) Given the product [CH3:19][O:20][C:21]([C:23]1[O:24][C:25]2[CH:31]=[CH:30][C:29]([NH:32][S:8]([C:4]3[CH:5]=[CH:6][CH:7]=[C:2]([Cl:1])[C:3]=3[CH3:12])(=[O:10])=[O:9])=[CH:28][C:26]=2[CH:27]=1)=[O:22], predict the reactants needed to synthesize it. The reactants are: [Cl:1][C:2]1[C:3]([CH3:12])=[C:4]([S:8](Cl)(=[O:10])=[O:9])[CH:5]=[CH:6][CH:7]=1.N1C=CC=CC=1.[CH3:19][O:20][C:21]([C:23]1[O:24][C:25]2[CH:31]=[CH:30][C:29]([NH2:32])=[CH:28][C:26]=2[CH:27]=1)=[O:22].C([O-])(O)=O.[Na+]. (6) Given the product [CH:17]1([C:20]2[CH:21]=[CH:22][C:23]([CH:36]([C:2]3[CH:7]=[CH:6][C:5]([S:8][CH:9]4[CH2:11][CH2:10]4)=[CH:4][CH:3]=3)[OH:37])=[N:24][C:25]=2[O:26][CH2:27][C:28]2[CH:33]=[CH:32][C:31]([O:34][CH3:35])=[CH:30][CH:29]=2)[CH2:18][CH2:19]1, predict the reactants needed to synthesize it. The reactants are: Br[C:2]1[CH:7]=[CH:6][C:5]([S:8][CH:9]2[CH2:11][CH2:10]2)=[CH:4][CH:3]=1.C([Li])CCC.[CH:17]1([C:20]2[CH:21]=[CH:22][C:23]([CH:36]=[O:37])=[N:24][C:25]=2[O:26][CH2:27][C:28]2[CH:33]=[CH:32][C:31]([O:34][CH3:35])=[CH:30][CH:29]=2)[CH2:19][CH2:18]1.[Cl-].[NH4+].